This data is from Reaction yield outcomes from USPTO patents with 853,638 reactions. The task is: Predict the reaction yield, written as a fraction of the theoretical maximum amount of product (1.0 means a 100% yield; for example, 0.34 means a 34% yield). The reactants are [F:1][C:2]1[CH:7]=[CH:6][C:5]([N:8]2[C:16]3[C:11](=[CH:12][C:13](/[C:17](=[CH:25]\[CH:26]([CH3:28])[CH3:27])/[C:18]([CH3:24])([CH3:23])[C:19]([O:21]C)=[O:20])=[CH:14][CH:15]=3)[CH:10]=[N:9]2)=[CH:4][CH:3]=1.CS(C)=O.[OH-].[Na+]. The catalyst is CO. The product is [F:1][C:2]1[CH:3]=[CH:4][C:5]([N:8]2[C:16]3[C:11](=[CH:12][C:13](/[C:17](=[CH:25]\[CH:26]([CH3:28])[CH3:27])/[C:18]([CH3:23])([CH3:24])[C:19]([OH:21])=[O:20])=[CH:14][CH:15]=3)[CH:10]=[N:9]2)=[CH:6][CH:7]=1. The yield is 0.940.